This data is from Reaction yield outcomes from USPTO patents with 853,638 reactions. The task is: Predict the reaction yield, written as a fraction of the theoretical maximum amount of product (1.0 means a 100% yield; for example, 0.34 means a 34% yield). (1) The reactants are N[CH2:2][C:3]([C:6]1[NH:7][C:8]2[C:13]([CH:14]=1)=[CH:12][C:11]([NH:15][C:16]([C:18]1([C:21]3[CH:29]=[CH:28][C:24]4[O:25][CH2:26][O:27][C:23]=4[CH:22]=3)[CH2:20][CH2:19]1)=[O:17])=[CH:10][CH:9]=2)(C)[CH3:4].C(=O)([O-])[O-].[K+].[K+].IC.O.[CH3:39][N:40]([CH:42]=O)[CH3:41]. No catalyst specified. The product is [O:25]1[C:24]2[CH:28]=[CH:29][C:21]([C:18]3([C:16]([NH:15][C:11]4[CH:12]=[C:13]5[C:8](=[CH:9][CH:10]=4)[NH:7][C:6]([C:3]([CH3:4])([CH3:2])[CH2:42][N:40]([CH3:39])[CH3:41])=[CH:14]5)=[O:17])[CH2:20][CH2:19]3)=[CH:22][C:23]=2[O:27][CH2:26]1. The yield is 0.330. (2) The reactants are [Br:1]Br.[NH2:3][C:4]1[C:9]([CH:10]=[O:11])=[CH:8][CH:7]=[CH:6][N:5]=1. The catalyst is CC(O)=O. The product is [BrH:1].[NH2:3][C:4]1[C:9]([CH:10]=[O:11])=[CH:8][C:7]([Br:1])=[CH:6][N:5]=1. The yield is 0.770.